Dataset: Peptide-MHC class II binding affinity with 134,281 pairs from IEDB. Task: Regression. Given a peptide amino acid sequence and an MHC pseudo amino acid sequence, predict their binding affinity value. This is MHC class II binding data. (1) The binding affinity (normalized) is 0. The peptide sequence is LKRLWKMLDPRQGLAHHHHHH. The MHC is DRB1_1301 with pseudo-sequence DRB1_1301. (2) The peptide sequence is AAATATATAAVGAAT. The MHC is DRB1_0405 with pseudo-sequence DRB1_0405. The binding affinity (normalized) is 0.216. (3) The peptide sequence is VPYFVRVQGLLRICALARKAV. The MHC is DRB1_0701 with pseudo-sequence DRB1_0701. The binding affinity (normalized) is 0. (4) The peptide sequence is GWDLNAASAYCSTWD. The MHC is DRB5_0101 with pseudo-sequence DRB5_0101. The binding affinity (normalized) is 0.316. (5) The peptide sequence is FDSFVASLTEALRVI. The MHC is HLA-DQA10201-DQB10202 with pseudo-sequence HLA-DQA10201-DQB10202. The binding affinity (normalized) is 0.284.